Dataset: Catalyst prediction with 721,799 reactions and 888 catalyst types from USPTO. Task: Predict which catalyst facilitates the given reaction. (1) Reactant: [F:1][C:2]1[CH:3]=[C:4]2[C:8](=[CH:9][CH:10]=1)[NH:7][C:6](=[O:11])[CH2:5]2.[C:12]1([S:18]([C:21]2[C:22]([CH2:29][CH2:30][C:31]([OH:33])=[O:32])=[C:23]([CH:27]=O)[NH:24][C:25]=2[CH3:26])(=[O:20])=[O:19])[CH:17]=[CH:16][CH:15]=[CH:14][CH:13]=1.CC(O/N=C(/C(NCC=O)=O)\C1N=C(N)SC=1)(C(O)=O)C.N1CCCCC1. Product: [C:12]1([S:18]([C:21]2[C:22]([CH2:29][CH2:30][C:31]([OH:33])=[O:32])=[C:23](/[CH:27]=[C:5]3\[C:6](=[O:11])[NH:7][C:8]4[C:4]\3=[CH:3][C:2]([F:1])=[CH:10][CH:9]=4)[NH:24][C:25]=2[CH3:26])(=[O:19])=[O:20])[CH:13]=[CH:14][CH:15]=[CH:16][CH:17]=1. The catalyst class is: 8. (2) Reactant: [C:1]([C:4]1[CH:5]=[CH:6][C:7]([C:10]([OH:12])=O)=[N:8][CH:9]=1)#[C:2][CH3:3].C(Cl)(=O)C([Cl:16])=O.CN(C)C=O. Product: [C:1]([C:4]1[CH:5]=[CH:6][C:7]([C:10]([Cl:16])=[O:12])=[N:8][CH:9]=1)#[C:2][CH3:3]. The catalyst class is: 4. (3) Reactant: [C:1]([O:5][C:6](=[O:39])[N:7]([CH:9]([C:11](=[O:38])[NH:12][CH:13]([C:18]([N:20]1[CH2:24][CH2:23][CH:22]2[NH:25][CH2:26][CH:27]([CH2:28][O:29][C:30]3[CH:35]=[CH:34][C:33]([F:36])=[C:32]([F:37])[CH:31]=3)[CH:21]12)=[O:19])[C:14]([CH3:17])([CH3:16])[CH3:15])[CH3:10])[CH3:8])([CH3:4])([CH3:3])[CH3:2].Cl[C:41]1[N:46]=[CH:45][CH:44]=[CH:43][N:42]=1.CCN(C(C)C)C(C)C. Product: [C:1]([O:5][C:6](=[O:39])[N:7]([CH:9]([C:11](=[O:38])[NH:12][CH:13]([C:18]([N:20]1[CH2:24][CH2:23][CH:22]2[N:25]([C:41]3[N:46]=[CH:45][CH:44]=[CH:43][N:42]=3)[CH2:26][CH:27]([CH2:28][O:29][C:30]3[CH:35]=[CH:34][C:33]([F:36])=[C:32]([F:37])[CH:31]=3)[CH:21]12)=[O:19])[C:14]([CH3:16])([CH3:17])[CH3:15])[CH3:10])[CH3:8])([CH3:2])([CH3:3])[CH3:4]. The catalyst class is: 18.